This data is from NCI-60 drug combinations with 297,098 pairs across 59 cell lines. The task is: Regression. Given two drug SMILES strings and cell line genomic features, predict the synergy score measuring deviation from expected non-interaction effect. (1) Drug 1: C1CN1P(=S)(N2CC2)N3CC3. Drug 2: CC1=C(C(=CC=C1)Cl)NC(=O)C2=CN=C(S2)NC3=CC(=NC(=N3)C)N4CCN(CC4)CCO. Cell line: CAKI-1. Synergy scores: CSS=14.3, Synergy_ZIP=-7.86, Synergy_Bliss=-1.10, Synergy_Loewe=-3.79, Synergy_HSA=-2.62. (2) Drug 1: CC1=CC=C(C=C1)C2=CC(=NN2C3=CC=C(C=C3)S(=O)(=O)N)C(F)(F)F. Drug 2: C1=CN(C=N1)CC(O)(P(=O)(O)O)P(=O)(O)O. Cell line: SNB-75. Synergy scores: CSS=-3.42, Synergy_ZIP=1.06, Synergy_Bliss=0.168, Synergy_Loewe=-1.97, Synergy_HSA=-1.63. (3) Drug 1: CS(=O)(=O)CCNCC1=CC=C(O1)C2=CC3=C(C=C2)N=CN=C3NC4=CC(=C(C=C4)OCC5=CC(=CC=C5)F)Cl. Drug 2: CN(C(=O)NC(C=O)C(C(C(CO)O)O)O)N=O. Cell line: SR. Synergy scores: CSS=5.11, Synergy_ZIP=-10.3, Synergy_Bliss=-7.91, Synergy_Loewe=-11.6, Synergy_HSA=-11.2. (4) Drug 1: C1CCC(CC1)NC(=O)N(CCCl)N=O. Drug 2: CC12CCC3C(C1CCC2O)C(CC4=C3C=CC(=C4)O)CCCCCCCCCS(=O)CCCC(C(F)(F)F)(F)F. Cell line: COLO 205. Synergy scores: CSS=8.23, Synergy_ZIP=-6.92, Synergy_Bliss=3.36, Synergy_Loewe=0.330, Synergy_HSA=1.35. (5) Drug 1: CNC(=O)C1=CC=CC=C1SC2=CC3=C(C=C2)C(=NN3)C=CC4=CC=CC=N4. Drug 2: C1CN1P(=S)(N2CC2)N3CC3. Cell line: RPMI-8226. Synergy scores: CSS=17.9, Synergy_ZIP=-5.30, Synergy_Bliss=-11.5, Synergy_Loewe=-16.6, Synergy_HSA=-15.9. (6) Drug 1: CCC1=CC2CC(C3=C(CN(C2)C1)C4=CC=CC=C4N3)(C5=C(C=C6C(=C5)C78CCN9C7C(C=CC9)(C(C(C8N6C)(C(=O)OC)O)OC(=O)C)CC)OC)C(=O)OC.C(C(C(=O)O)O)(C(=O)O)O. Drug 2: C1=NC2=C(N1)C(=S)N=CN2. Cell line: SR. Synergy scores: CSS=45.4, Synergy_ZIP=-7.04, Synergy_Bliss=-12.9, Synergy_Loewe=-13.8, Synergy_HSA=-10.6.